Dataset: Reaction yield outcomes from USPTO patents with 853,638 reactions. Task: Predict the reaction yield, written as a fraction of the theoretical maximum amount of product (1.0 means a 100% yield; for example, 0.34 means a 34% yield). (1) The reactants are [NH2:1][C:2]1[C:3]([C:24]([NH:26][C:27]2[C:32]([N:33]3[CH2:38][CH2:37][C:36]([NH:40]C(=O)OC(C)(C)C)([CH3:39])[CH2:35][CH2:34]3)=[CH:31][CH:30]=[CH:29][N:28]=2)=[O:25])=[N:4][C:5]([C:8]2[C:13]([C:14]([F:17])([F:16])[F:15])=[CH:12][N:11]=[C:10]([N:18]3[CH2:23][CH2:22][O:21][CH2:20][CH2:19]3)[N:9]=2)=[CH:6][N:7]=1.FC(F)(F)C(O)=O. The catalyst is ClCCl. The product is [NH2:1][C:2]1[C:3]([C:24]([NH:26][C:27]2[C:32]([N:33]3[CH2:34][CH2:35][C:36]([NH2:40])([CH3:39])[CH2:37][CH2:38]3)=[CH:31][CH:30]=[CH:29][N:28]=2)=[O:25])=[N:4][C:5]([C:8]2[C:13]([C:14]([F:17])([F:16])[F:15])=[CH:12][N:11]=[C:10]([N:18]3[CH2:19][CH2:20][O:21][CH2:22][CH2:23]3)[N:9]=2)=[CH:6][N:7]=1. The yield is 0.140. (2) The reactants are [CH2:1]([C:3]1[S:39][C:6]2[N:7]([CH2:24][C:25]3[CH:30]=[CH:29][C:28]([C:31]4[C:32]([C:37]#[N:38])=[CH:33][CH:34]=[CH:35][CH:36]=4)=[CH:27][CH:26]=3)[C:8](=[O:23])[N:9]([CH2:12][C:13]([C:15]3[CH:20]=[CH:19][C:18]([O:21][CH3:22])=[CH:17][CH:16]=3)=[O:14])[C:10](=[O:11])[C:5]=2[CH:4]=1)[CH3:2].[BH4-].[Na+].[Cl-].[OH:43][NH3+:44].[C:45](=[O:48])([O-])O.[Na+].[CH3:50]S(C)=O. The catalyst is C(Cl)(Cl)Cl.O1CCCC1. The product is [CH2:1]([C:3]1[S:39][C:6]2[N:7]([CH2:24][C:25]3[CH:30]=[CH:29][C:28]([C:31]4[CH:36]=[CH:35][CH:34]=[CH:33][C:32]=4[C:37]4[NH:38][C:45](=[O:48])[O:43][N:44]=4)=[CH:27][CH:26]=3)[C:8](=[O:23])[N:9]([CH2:12][CH:13]([O:14][CH3:50])[C:15]3[CH:16]=[CH:17][C:18]([O:21][CH3:22])=[CH:19][CH:20]=3)[C:10](=[O:11])[C:5]=2[CH:4]=1)[CH3:2]. The yield is 0.360. (3) The yield is 0.900. The catalyst is CCCCCC. The reactants are Cl[SiH:2]1[N:6]([C:7]([CH3:10])([CH3:9])[CH3:8])[CH:5]=[CH:4][N:3]1[C:11]([CH3:14])([CH3:13])[CH3:12].[CH:15]([NH2:18])([CH3:17])[CH3:16]. The product is [C:11]([N:3]1[CH:4]=[CH:5][N:6]([C:7]([CH3:10])([CH3:9])[CH3:8])[SiH:2]1[NH:18][CH:15]([CH3:17])[CH3:16])([CH3:14])([CH3:13])[CH3:12]. (4) The reactants are [O:1]1[CH2:6][CH2:5][N:4]([C:7]2[CH:15]=[CH:14][C:10]([C:11]([OH:13])=O)=[CH:9][CH:8]=2)[CH2:3][CH2:2]1.C(N1C=CN=C1)(N1C=CN=C1)=O.[NH2:28][C@H:29]1[CH2:34][C:33]2[C:35]([N:39]3[CH2:44][CH2:43][N:42]([CH3:45])[CH2:41][CH2:40]3)=[CH:36][CH:37]=[CH:38][C:32]=2[O:31][CH2:30]1. The catalyst is CN(C)C=O. The product is [CH3:45][N:42]1[CH2:43][CH2:44][N:39]([C:35]2[C:33]3[CH2:34][C@H:29]([NH:28][C:11](=[O:13])[C:10]4[CH:9]=[CH:8][C:7]([N:4]5[CH2:3][CH2:2][O:1][CH2:6][CH2:5]5)=[CH:15][CH:14]=4)[CH2:30][O:31][C:32]=3[CH:38]=[CH:37][CH:36]=2)[CH2:40][CH2:41]1. The yield is 0.680.